The task is: Predict the product of the given reaction.. This data is from Forward reaction prediction with 1.9M reactions from USPTO patents (1976-2016). (1) Given the reactants F[B-](F)(F)F.[C:6]([C:10]1[CH:15]=[CH:14][CH:13]=[CH:12][C:11]=1[N+:16]1[CH:21]=[CH:20][C:19]([C:22]2[CH:27]=[CH:26][NH+:25]=[CH:24][CH:23]=2)=[CH:18][CH:17]=1)([CH3:9])([CH3:8])[CH3:7].F[B-](F)(F)F.[C:33]1([CH3:55])[CH:38]=[CH:37][C:36]([S:39]([O:42][C:43]2[CH:48]=[CH:47][C:46]([N+:49]([O-:51])=[O:50])=[CH:45][C:44]=2[N+:52]([O-:54])=[O:53])(=[O:41])=[O:40])=[CH:35][CH:34]=1, predict the reaction product. The product is: [S:39]([C:36]1[CH:37]=[CH:38][C:33]([CH3:55])=[CH:34][CH:35]=1)([O-:42])(=[O:41])=[O:40].[S:39]([C:36]1[CH:37]=[CH:38][C:33]([CH3:55])=[CH:34][CH:35]=1)([O-:42])(=[O:41])=[O:40].[N+:49]([C:46]1[CH:45]=[C:44]([N+:52]([O-:54])=[O:53])[CH:43]=[CH:48][C:47]=1[N+:25]1[CH:26]=[CH:27][C:22]([C:19]2[CH:18]=[CH:17][N+:16]([C:11]3[CH:12]=[CH:13][CH:14]=[CH:15][C:10]=3[C:6]([CH3:9])([CH3:7])[CH3:8])=[CH:21][CH:20]=2)=[CH:23][CH:24]=1)([O-:51])=[O:50]. (2) The product is: [Br:41][CH:17]([C:5]1[C:6]([F:16])=[C:7]([C:8]([C:10]2[CH:15]=[CH:14][CH:13]=[CH:12][CH:11]=2)=[O:9])[C:2]([Cl:1])=[CH:3][CH:4]=1)[CH2:18][CH3:19]. Given the reactants [Cl:1][C:2]1[C:7]([C:8]([C:10]2[CH:15]=[CH:14][CH:13]=[CH:12][CH:11]=2)=[O:9])=[C:6]([F:16])[C:5]([CH:17](O)[CH2:18][CH3:19])=[CH:4][CH:3]=1.C1(P(C2C=CC=CC=2)C2C=CC=CC=2)C=CC=CC=1.C(Br)(Br)(Br)[Br:41], predict the reaction product. (3) Given the reactants [CH3:1][N:2]1[CH:7]=[C:6]([N:8]2[C:16]3[CH:15]=[C:14]([C:17]4[CH:22]=[N:21][CH:20]=[C:19]([CH3:23])[N:18]=4)[N:13]=[CH:12][C:11]=3[CH:10]=[N:9]2)[CH:5]=[C:4]([N:24]2[CH2:29][CH2:28][CH2:27][C@H:26]([NH:30]C(=O)OC(C)(C)C)[CH2:25]2)[C:3]1=[O:38], predict the reaction product. The product is: [NH2:30][C@H:26]1[CH2:27][CH2:28][CH2:29][N:24]([C:4]2[C:3](=[O:38])[N:2]([CH3:1])[CH:7]=[C:6]([N:8]3[C:16]4[CH:15]=[C:14]([C:17]5[CH:22]=[N:21][CH:20]=[C:19]([CH3:23])[N:18]=5)[N:13]=[CH:12][C:11]=4[CH:10]=[N:9]3)[CH:5]=2)[CH2:25]1. (4) Given the reactants [Br:1][C:2]1[C:3]([CH3:9])=[N:4][C:5](Cl)=[N:6][CH:7]=1.Cl.[NH:11]1[CH2:15][CH2:14][C@H:13]([C:16]([OH:18])=[O:17])[CH2:12]1.CCN(CC)CC, predict the reaction product. The product is: [Br:1][C:2]1[C:3]([CH3:9])=[N:4][C:5]([N:11]2[CH2:15][CH2:14][C@H:13]([C:16]([OH:18])=[O:17])[CH2:12]2)=[N:6][CH:7]=1. (5) Given the reactants [CH2:1]([C@@H:5]1[NH:10][CH2:9][C@H:8]([CH2:11][CH:12]([CH3:14])[CH3:13])[NH:7][C:6]1=[O:15])[CH:2]([CH3:4])[CH3:3].Br[CH2:17][C:18]1[CH:23]=[CH:22][C:21]([O:24][C:25]([F:28])([F:27])[F:26])=[CH:20][CH:19]=1.FC1C=CC(CN2C[C@H](CC(C)C)NC(=O)[C@@H]2CC(C)C)=C(C(F)(F)F)C=1, predict the reaction product. The product is: [CH2:1]([C@@H:5]1[N:10]([CH2:17][C:18]2[CH:23]=[CH:22][C:21]([O:24][C:25]([F:26])([F:27])[F:28])=[CH:20][CH:19]=2)[CH2:9][C@H:8]([CH2:11][CH:12]([CH3:14])[CH3:13])[NH:7][C:6]1=[O:15])[CH:2]([CH3:4])[CH3:3]. (6) Given the reactants [CH3:1][O:2][C:3]1[CH:12]=[C:11]2[C:6]([CH2:7][CH2:8][CH2:9][CH:10]2[C:13]([OH:15])=O)=[CH:5][CH:4]=1.[CH2:16]([N:23]1[CH:27]=[C:26]([CH2:28][NH:29][C:30]2[CH:35]=[CH:34][C:33]([CH:36]([CH3:38])[CH3:37])=[CH:32][CH:31]=2)[CH:25]=[N:24]1)[C:17]1[CH:22]=[CH:21][CH:20]=[CH:19][CH:18]=1, predict the reaction product. The product is: [CH2:16]([N:23]1[CH:27]=[C:26]([CH2:28][N:29]([C:30]2[CH:31]=[CH:32][C:33]([CH:36]([CH3:38])[CH3:37])=[CH:34][CH:35]=2)[C:13]([CH:10]2[C:11]3[C:6](=[CH:5][CH:4]=[C:3]([O:2][CH3:1])[CH:12]=3)[CH2:7][CH2:8][CH2:9]2)=[O:15])[CH:25]=[N:24]1)[C:17]1[CH:18]=[CH:19][CH:20]=[CH:21][CH:22]=1.